Dataset: Forward reaction prediction with 1.9M reactions from USPTO patents (1976-2016). Task: Predict the product of the given reaction. (1) The product is: [CH3:21][O:20][C:16]1[CH:15]=[C:11]([CH:10]=[C:9]([O:8][CH3:7])[C:17]=1[O:18][CH3:19])[C:12]([N:1]1[CH2:6][CH2:5][O:4][CH2:3][CH2:2]1)=[O:13]. Given the reactants [NH:1]1[CH2:6][CH2:5][O:4][CH2:3][CH2:2]1.[CH3:7][O:8][C:9]1[CH:10]=[C:11]([CH:15]=[C:16]([O:20][CH3:21])[C:17]=1[O:18][CH3:19])[C:12](Cl)=[O:13], predict the reaction product. (2) Given the reactants [C:1]([CH2:3][C:4]([NH2:6])=[O:5])#[N:2].[H-].[Na+].[Cl:9][C:10]1[N:15]=[C:14]([NH:16][CH2:17][CH2:18][CH2:19][NH:20][C:21](=[O:27])[O:22][C:23]([CH3:26])([CH3:25])[CH3:24])[C:13]([C:28](F)=[O:29])=[CH:12][N:11]=1, predict the reaction product. The product is: [NH2:2][C:1]1[N:16]([CH2:17][CH2:18][CH2:19][NH:20][C:21](=[O:27])[O:22][C:23]([CH3:24])([CH3:26])[CH3:25])[C:14]2[N:15]=[C:10]([Cl:9])[N:11]=[CH:12][C:13]=2[C:28](=[O:29])[C:3]=1[C:4](=[O:5])[NH2:6]. (3) Given the reactants Br[C:2]1[N:9]=[CH:8][CH:7]=[C:6]([Cl:10])[C:3]=1[CH:4]=[O:5].[C:11]([C:15]1[CH:16]=[C:17]2[C:22](=[C:23]([F:25])[CH:24]=1)[C:21](=[O:26])[NH:20][N:19]=[CH:18]2)([CH3:14])([CH3:13])[CH3:12].COC1C2C(=C3C(=CC=2)C(OC)=CC=N3)N=CC=1, predict the reaction product. The product is: [C:11]([C:15]1[CH:16]=[C:17]2[C:22](=[C:23]([F:25])[CH:24]=1)[C:21](=[O:26])[N:20]([C:2]1[N:9]=[CH:8][CH:7]=[C:6]([Cl:10])[C:3]=1[CH:4]=[O:5])[N:19]=[CH:18]2)([CH3:14])([CH3:12])[CH3:13]. (4) Given the reactants [CH3:1][O:2][C:3]1[CH:4]=[C:5]2[C:9](=[CH:10][CH:11]=1)[NH:8][C:7]([CH3:16])(CC(O)=O)[CH2:6]2.CCN=C=NC[CH2:23][CH2:24]N(C)C.Cl.[F:29][C:30]1[CH:36]=[CH:35][C:33]([NH2:34])=[CH:32][CH:31]=1.[OH2:37], predict the reaction product. The product is: [F:29][C:30]1[CH:36]=[CH:35][C:33]([NH:34][C:23](=[O:37])[CH2:24][C:6]2[C:5]3[C:9](=[CH:10][CH:11]=[C:3]([O:2][CH3:1])[CH:4]=3)[NH:8][C:7]=2[CH3:16])=[CH:32][CH:31]=1. (5) Given the reactants [C:1]([C:4]1[C:5]2[S:15][CH:14]=[CH:13][C:6]=2[N:7]([CH2:9][C:10]([OH:12])=O)[N:8]=1)(=[O:3])[NH2:2].Cl.[Cl:17][C:18]1[CH:23]=[CH:22][CH:21]=[CH:20][C:19]=1[C:24]1[CH:29]=[CH:28][CH:27]=[C:26]([NH:30][C:31]([C@@H:33]2[CH2:37][C@@H:36]([F:38])[CH2:35][NH:34]2)=[O:32])[C:25]=1[F:39].CN(C(ON1N=NC2C=CC=NC1=2)=[N+](C)C)C.F[P-](F)(F)(F)(F)F.CCN(C(C)C)C(C)C, predict the reaction product. The product is: [Cl:17][C:18]1[CH:23]=[CH:22][CH:21]=[CH:20][C:19]=1[C:24]1[CH:29]=[CH:28][CH:27]=[C:26]([NH:30][C:31]([C@@H:33]2[CH2:37][C@@H:36]([F:38])[CH2:35][N:34]2[C:10](=[O:12])[CH2:9][N:7]2[C:6]3[CH:13]=[CH:14][S:15][C:5]=3[C:4]([C:1]([NH2:2])=[O:3])=[N:8]2)=[O:32])[C:25]=1[F:39]. (6) The product is: [C:1]([OH:7])([C:3]([F:6])([F:5])[F:4])=[O:2].[NH:45]1[CH2:46][CH2:47][CH2:48][C@H:44]1[C:42]1[NH:43][C:39]([C:38]#[C:37][C:34]2[CH:35]=[CH:36][C:31]([C:28]3[CH:29]=[CH:30][C:25]([C:23]4[N:24]=[C:20]([C@@H:16]5[CH2:17][CH2:18][CH2:19][NH:15]5)[NH:21][CH:22]=4)=[CH:26][CH:27]=3)=[CH:32][CH:33]=2)=[CH:40][N:41]=1. Given the reactants [C:1]([OH:7])([C:3]([F:6])([F:5])[F:4])=[O:2].C(OC([N:15]1[CH2:19][CH2:18][CH2:17][C@H:16]1[C:20]1[NH:21][CH:22]=[C:23]([C:25]2[CH:30]=[CH:29][C:28]([C:31]3[CH:36]=[CH:35][C:34]([C:37]#[C:38][C:39]4[NH:43][C:42]([C@@H:44]5[CH2:48][CH2:47][CH2:46][N:45]5C(OC(C)(C)C)=O)=[N:41][CH:40]=4)=[CH:33][CH:32]=3)=[CH:27][CH:26]=2)[N:24]=1)=O)(C)(C)C, predict the reaction product. (7) Given the reactants [CH2:1]([O:8][C:9]1[CH:18]=[C:17]2[C:12]([C:13](O)=[C:14]([C:19]#[N:20])[CH:15]=[N:16]2)=[CH:11][C:10]=1[O:22][CH3:23])[C:2]1[CH:7]=[CH:6][CH:5]=[CH:4][CH:3]=1.C(Cl)(=O)C([Cl:27])=O, predict the reaction product. The product is: [CH2:1]([O:8][C:9]1[CH:18]=[C:17]2[C:12]([C:13]([Cl:27])=[C:14]([C:19]#[N:20])[CH:15]=[N:16]2)=[CH:11][C:10]=1[O:22][CH3:23])[C:2]1[CH:7]=[CH:6][CH:5]=[CH:4][CH:3]=1.